Dataset: Full USPTO retrosynthesis dataset with 1.9M reactions from patents (1976-2016). Task: Predict the reactants needed to synthesize the given product. (1) Given the product [F:1][C:2]1[CH:20]=[C:19]([F:21])[CH:18]=[CH:17][C:3]=1[O:4][C:5]1[C:14]([O:15][CH3:16])=[CH:13][CH:12]=[C:11]2[C:6]=1[CH:7]=[CH:8][CH:9]=[N+:10]2[O-:25], predict the reactants needed to synthesize it. The reactants are: [F:1][C:2]1[CH:20]=[C:19]([F:21])[CH:18]=[CH:17][C:3]=1[O:4][C:5]1[C:14]([O:15][CH3:16])=[CH:13][CH:12]=[C:11]2[C:6]=1[CH:7]=[CH:8][CH:9]=[N:10]2.N.C(O)(=[O:25])C. (2) Given the product [F:2][C:3]1[CH:12]=[C:11]2[C:6]([CH:7]=[C:8]([C:14]3[CH:24]=[C:17]4[N:18]=[C:19]([S:22][CH3:23])[CH:20]=[CH:21][N:16]4[CH:15]=3)[C:9](=[O:13])[O:10]2)=[CH:5][CH:4]=1, predict the reactants needed to synthesize it. The reactants are: [Br-].[F:2][C:3]1[CH:12]=[C:11]2[C:6]([CH:7]=[C:8]([C:14](=O)[CH2:15][N+:16]3[CH:21]=[CH:20][C:19]([S:22][CH3:23])=[N:18][C:17]=3[CH3:24])[C:9](=[O:13])[O:10]2)=[CH:5][CH:4]=1.